From a dataset of NCI-60 drug combinations with 297,098 pairs across 59 cell lines. Regression. Given two drug SMILES strings and cell line genomic features, predict the synergy score measuring deviation from expected non-interaction effect. (1) Drug 1: C1CCN(CC1)CCOC2=CC=C(C=C2)C(=O)C3=C(SC4=C3C=CC(=C4)O)C5=CC=C(C=C5)O. Drug 2: C1=NC(=NC(=O)N1C2C(C(C(O2)CO)O)O)N. Cell line: HT29. Synergy scores: CSS=-0.307, Synergy_ZIP=1.63, Synergy_Bliss=1.59, Synergy_Loewe=-5.83, Synergy_HSA=-2.95. (2) Drug 1: CC1C(C(CC(O1)OC2CC(OC(C2O)C)OC3=CC4=CC5=C(C(=O)C(C(C5)C(C(=O)C(C(C)O)O)OC)OC6CC(C(C(O6)C)O)OC7CC(C(C(O7)C)O)OC8CC(C(C(O8)C)O)(C)O)C(=C4C(=C3C)O)O)O)O. Drug 2: CN(CCCl)CCCl.Cl. Cell line: U251. Synergy scores: CSS=56.4, Synergy_ZIP=2.23, Synergy_Bliss=15.4, Synergy_Loewe=-20.0, Synergy_HSA=1.07. (3) Drug 1: CCCCCOC(=O)NC1=NC(=O)N(C=C1F)C2C(C(C(O2)C)O)O. Drug 2: N.N.Cl[Pt+2]Cl. Cell line: BT-549. Synergy scores: CSS=28.5, Synergy_ZIP=-10.4, Synergy_Bliss=-1.08, Synergy_Loewe=-11.4, Synergy_HSA=-0.396. (4) Drug 1: CS(=O)(=O)C1=CC(=C(C=C1)C(=O)NC2=CC(=C(C=C2)Cl)C3=CC=CC=N3)Cl. Drug 2: CN1C2=C(C=C(C=C2)N(CCCl)CCCl)N=C1CCCC(=O)O.Cl. Cell line: SK-OV-3. Synergy scores: CSS=1.73, Synergy_ZIP=0.310, Synergy_Bliss=2.83, Synergy_Loewe=1.99, Synergy_HSA=1.98.